Dataset: Full USPTO retrosynthesis dataset with 1.9M reactions from patents (1976-2016). Task: Predict the reactants needed to synthesize the given product. (1) Given the product [C:8]1([C@H:14]2[CH2:16][C@@H:15]2[NH:17][C:18]([C@@H:20]2[CH2:25][C@@H:24]3[C@@H:22]([CH2:23]3)[N:21]2[C:39](=[O:40])[CH2:38][N:31]2[C:32]3[C:37](=[CH:36][CH:35]=[CH:34][CH:33]=3)[C:29]([C:26](=[O:28])[CH3:27])=[N:30]2)=[O:19])[CH:13]=[CH:12][CH:11]=[CH:10][CH:9]=1, predict the reactants needed to synthesize it. The reactants are: FC(F)(F)C(O)=O.[C:8]1([C@H:14]2[CH2:16][C@@H:15]2[NH:17][C:18]([C@@H:20]2[CH2:25][C@@H:24]3[C@@H:22]([CH2:23]3)[NH:21]2)=[O:19])[CH:13]=[CH:12][CH:11]=[CH:10][CH:9]=1.[C:26]([C:29]1[C:37]2[C:32](=[CH:33][CH:34]=[CH:35][CH:36]=2)[N:31]([CH2:38][C:39](O)=[O:40])[N:30]=1)(=[O:28])[CH3:27].CN(C(ON1N=NC2C=CC=CC1=2)=[N+](C)C)C.F[P-](F)(F)(F)(F)F.CCN(C(C)C)C(C)C. (2) Given the product [CH3:29][CH:22]([CH2:23][CH2:24][CH2:25][CH:26]([CH3:28])[CH3:27])[CH2:21][CH2:20][C:14]1[CH:13]=[C:12]2[C:17]([C:18](=[O:19])[C:9]([OH:8])=[C:10]([C:30]3[CH:35]=[C:34]([OH:36])[C:33]([OH:38])=[C:32]([OH:46])[CH:31]=3)[O:11]2)=[CH:16][CH:15]=1, predict the reactants needed to synthesize it. The reactants are: C([O:8][C:9]1[C:18](=[O:19])[C:17]2[C:12](=[CH:13][C:14]([CH2:20][CH2:21][CH:22]([CH3:29])[CH2:23][CH2:24][CH2:25][CH:26]([CH3:28])[CH3:27])=[CH:15][CH:16]=2)[O:11][C:10]=1[C:30]1[CH:35]=[C:34]([O:36]C)[C:33]([O:38]CC2C=CC=CC=2)=[C:32]([O:46]C)[CH:31]=1)C1C=CC=CC=1.B(Br)(Br)Br.CO.